This data is from Forward reaction prediction with 1.9M reactions from USPTO patents (1976-2016). The task is: Predict the product of the given reaction. (1) Given the reactants [C:1]([O:5][CH:6]([C:11]1[C:12]([C:21]2[CH:26]=[CH:25][C:24]([CH3:27])=[CH:23][CH:22]=2)=[C:13]2[CH:20]=[CH:19][NH:18][C:14]2=[N:15][C:16]=1[CH3:17])[C:7]([O:9]C)=[O:8])([CH3:4])([CH3:3])[CH3:2].Br[CH2:29][C:30]1[C:35]([F:36])=[C:34]([F:37])[CH:33]=[CH:32][C:31]=1[O:38][CH3:39], predict the reaction product. The product is: [C:1]([O:5][CH:6]([C:11]1[C:12]([C:21]2[CH:26]=[CH:25][C:24]([CH3:27])=[CH:23][CH:22]=2)=[C:13]2[CH:20]=[CH:19][N:18]([CH2:29][C:30]3[C:31]([O:38][CH3:39])=[CH:32][CH:33]=[C:34]([F:37])[C:35]=3[F:36])[C:14]2=[N:15][C:16]=1[CH3:17])[C:7]([OH:9])=[O:8])([CH3:4])([CH3:3])[CH3:2]. (2) Given the reactants [NH2:1][C:2]1[CH:7]=[CH:6][CH:5]=[CH:4][C:3]=1[NH:8][C:9]([C:11]1[S:12][C:13]([CH:16]2[CH2:21][CH2:20][NH:19][CH2:18][CH2:17]2)=[CH:14][CH:15]=1)=[O:10].C(N(CC)CC)C.[CH2:29](Br)[C:30]1[CH:35]=[CH:34][CH:33]=[CH:32][CH:31]=1.[I-].[K+], predict the reaction product. The product is: [NH2:1][C:2]1[CH:7]=[CH:6][CH:5]=[CH:4][C:3]=1[NH:8][C:9]([C:11]1[S:12][C:13]([CH:16]2[CH2:21][CH2:20][N:19]([CH2:29][C:30]3[CH:35]=[CH:34][CH:33]=[CH:32][CH:31]=3)[CH2:18][CH2:17]2)=[CH:14][CH:15]=1)=[O:10]. (3) Given the reactants C([O:3][C:4](=[O:15])[C:5]([S:8]([N:11]1[CH2:14][CH2:13][CH2:12]1)(=[O:10])=[O:9])([CH3:7])[CH3:6])C.C[Si](C)(C)[O-].[K+], predict the reaction product. The product is: [N:11]1([S:8]([C:5]([CH3:7])([CH3:6])[C:4]([OH:15])=[O:3])(=[O:10])=[O:9])[CH2:12][CH2:13][CH2:14]1.